This data is from Retrosynthesis with 50K atom-mapped reactions and 10 reaction types from USPTO. The task is: Predict the reactants needed to synthesize the given product. (1) Given the product NC(=O)C(c1ccc(Br)cc1F)N1CCC2(CC1)CN(C1(CO)CC1)C(=O)CO2, predict the reactants needed to synthesize it. The reactants are: NC(=O)C(Br)c1ccc(Br)cc1F.O=C1COC2(CCNCC2)CN1C1(CO)CC1. (2) The reactants are: CCOC(=O)c1ccnc(-n2c(C)ccc2-c2cc(Cl)ccc2OCc2ccc(F)cc2)c1. Given the product Cc1ccc(-c2cc(Cl)ccc2OCc2ccc(F)cc2)n1-c1cc(C(=O)O)ccn1, predict the reactants needed to synthesize it. (3) Given the product CN1CCN(Cc2cc(-c3ccc4c(c3)CCO4)nn(CC3CC3)c2=O)CC1, predict the reactants needed to synthesize it. The reactants are: CN1CCNCC1.CS(=O)(=O)OCc1cc(-c2ccc3c(c2)CCO3)nn(CC2CC2)c1=O. (4) Given the product Cc1cc(N[C@H]2CC[C@@H](NC(=O)c3cccc(C(N)=O)c3)CC2)nc2ccccc12, predict the reactants needed to synthesize it. The reactants are: COC(=O)c1cccc(C(=O)N[C@H]2CC[C@@H](Nc3cc(C)c4ccccc4n3)CC2)c1.On1nnc2ccccc21. (5) Given the product CCOC(=O)c1cc2cc(-c3ccc(C(F)(F)F)cc3)ccc2[nH]1, predict the reactants needed to synthesize it. The reactants are: CCOC(=O)c1cc2cc(Br)ccc2[nH]1.OB(O)c1ccc(C(F)(F)F)cc1. (6) Given the product CCC(CC)C(=O)Nc1ccc(N2CCC(C(c3ccccc3)c3ccccc3)CC2)c(F)c1, predict the reactants needed to synthesize it. The reactants are: CCC(CC)C(=O)Cl.Nc1ccc(N2CCC(C(c3ccccc3)c3ccccc3)CC2)c(F)c1.